Dataset: Catalyst prediction with 721,799 reactions and 888 catalyst types from USPTO. Task: Predict which catalyst facilitates the given reaction. (1) Reactant: [C:1](=[O:22])(OC1C=CC([N+]([O-])=O)=CC=1)[O:2][CH2:3][C:4]1[CH:9]=[C:8]([CH3:10])[N:7]=[C:6]([CH3:11])[CH:5]=1.[CH:23]1([CH2:26][NH2:27])[CH2:25][CH2:24]1.CCN(C(C)C)C(C)C.[ClH:37].CCOCC. Product: [ClH:37].[CH:23]1([CH2:26][NH:27][C:1](=[O:22])[O:2][CH2:3][C:4]2[CH:5]=[C:6]([CH3:11])[N:7]=[C:8]([CH3:10])[CH:9]=2)[CH2:25][CH2:24]1. The catalyst class is: 239. (2) Reactant: C(=O)(O)[O-].[Na+].Cl.[NH2:7][CH2:8][C:9]#[N:10].[Cl:11][C:12]1[CH:17]=[CH:16][C:15]([C:18](=[O:23])[CH2:19][C:20](=O)[CH3:21])=[CH:14][CH:13]=1.C1(C)C=CC=CC=1. Product: [Cl:11][C:12]1[CH:13]=[CH:14][C:15]([C:18](=[O:23])[CH:19]=[C:20]([NH:10][CH2:9][C:8]#[N:7])[CH3:21])=[CH:16][CH:17]=1. The catalyst class is: 815. (3) Reactant: [CH3:1][S:2][C:3]1[CH:4]=[C:5]([CH:7]=[CH:8][CH:9]=1)[NH2:6].N1C=CC=CC=1.[F:16][C:17]1[CH:22]=[CH:21][C:20]([S:23](Cl)(=[O:25])=[O:24])=[C:19]([N+:27]([O-:29])=[O:28])[CH:18]=1. Product: [F:16][C:17]1[CH:22]=[CH:21][C:20]([S:23]([NH:6][C:5]2[CH:7]=[CH:8][CH:9]=[C:3]([S:2][CH3:1])[CH:4]=2)(=[O:25])=[O:24])=[C:19]([N+:27]([O-:29])=[O:28])[CH:18]=1. The catalyst class is: 12. (4) Reactant: [CH:1]1([C:4]2[C:5]([N:31]([S:40]([CH3:43])(=[O:42])=[O:41])[CH2:32][CH:33]([OH:39])[CH2:34][NH:35][C:36](=[O:38])[OH:37])=[CH:6][C:7]3[O:11][C:10]([C:12]4[CH:17]=[CH:16][C:15]([O:18][C:19]5[CH:24]=[CH:23][C:22]([F:25])=[CH:21][CH:20]=5)=[CH:14][CH:13]=4)=[C:9]([C:26](=[O:29])[NH:27][CH3:28])[C:8]=3[CH:30]=2)[CH2:3][CH2:2]1.[CH:44]1[CH:45]=[CH:46][NH+]=CC=1.[O-][Cr](Cl)(=O)=O.[CH3:55]C([O-])=O.[Na+]. Product: [C:45]([O:38][C:36](=[O:37])[NH:35][CH2:34][C:33](=[O:39])[CH2:32][N:31]([C:5]1[C:4]([CH:1]2[CH2:2][CH2:3]2)=[CH:30][C:8]2[C:9]([C:26](=[O:29])[NH:27][CH3:28])=[C:10]([C:12]3[CH:17]=[CH:16][C:15]([O:18][C:19]4[CH:20]=[CH:21][C:22]([F:25])=[CH:23][CH:24]=4)=[CH:14][CH:13]=3)[O:11][C:7]=2[CH:6]=1)[S:40]([CH3:43])(=[O:41])=[O:42])([CH3:44])([CH3:46])[CH3:55]. The catalyst class is: 2. (5) Reactant: [N+:1]([C:4]1[CH:9]=[CH:8][CH:7]=[CH:6][C:5]=1[C:10]1[CH:14]=[CH:13][NH:12][N:11]=1)([O-])=O. Product: [NH:12]1[CH:13]=[CH:14][C:10]([C:5]2[CH:6]=[CH:7][CH:8]=[CH:9][C:4]=2[NH2:1])=[N:11]1. The catalyst class is: 5. (6) Reactant: [C:1]([Si:5]([CH3:8])([CH3:7])Cl)([CH3:4])([CH3:3])[CH3:2].[F:9][C:10]1[C:11]([C:28]2[CH:33]=[CH:32][C:31]([F:34])=[CH:30][C:29]=2[O:35][CH3:36])=[CH:12][C:13]([NH:16][C:17]2[CH:22]=[C:21]([CH2:23][S:24][CH2:25][CH2:26][OH:27])[CH:20]=[CH:19][N:18]=2)=[N:14][CH:15]=1.N1C=CN=C1. Product: [Si:5]([O:27][CH2:26][CH2:25][S:24][CH2:23][C:21]1[CH:20]=[CH:19][N:18]=[C:17]([NH:16][C:13]2[CH:12]=[C:11]([C:28]3[CH:33]=[CH:32][C:31]([F:34])=[CH:30][C:29]=3[O:35][CH3:36])[C:10]([F:9])=[CH:15][N:14]=2)[CH:22]=1)([C:1]([CH3:4])([CH3:3])[CH3:2])([CH3:8])[CH3:7]. The catalyst class is: 34. (7) The catalyst class is: 4. Reactant: B(Br)(Br)Br.[Cl:5][C:6]1[CH:11]=[CH:10][C:9]([O:12]C)=[C:8]([I:14])[CH:7]=1. Product: [Cl:5][C:6]1[CH:11]=[CH:10][C:9]([OH:12])=[C:8]([I:14])[CH:7]=1. (8) Reactant: C1(P(C2C=CC=CC=2)C2C=CC=CC=2)C=CC=CC=1.[C:20]1(=[O:30])[NH:24][C:23](=[O:25])[C:22]2=[CH:26][CH:27]=[CH:28][CH:29]=[C:21]12.[C:31]([NH:39][C:40]1[C:41]2[N:42]=[CH:43][N:44]([C:53]=2[N:54]=[CH:55][N:56]=1)[C@@H:45]1[O:52][C@H:49]([CH2:50][OH:51])[C@@H:47]([OH:48])[CH2:46]1)(=[O:38])[C:32]1[CH:37]=[CH:36][CH:35]=[CH:34][CH:33]=1.N(C(OC(C)C)=O)=NC(OC(C)C)=O. Product: [C:20]1(=[O:30])[N:24]([CH:50]([OH:51])[C@H:49]2[O:52][C@@H:45]([N:44]3[C:53]4[N:54]=[CH:55][N:56]=[C:40]([NH:39][C:31](=[O:38])[C:32]5[CH:33]=[CH:34][CH:35]=[CH:36][CH:37]=5)[C:41]=4[N:42]=[CH:43]3)[CH2:46][C@@H:47]2[OH:48])[C:23](=[O:25])[C:22]2=[CH:26][CH:27]=[CH:28][CH:29]=[C:21]12. The catalyst class is: 1.